This data is from Forward reaction prediction with 1.9M reactions from USPTO patents (1976-2016). The task is: Predict the product of the given reaction. (1) The product is: [F:29][C:26]([F:27])([F:28])[C:24]1[CH:23]=[C:22]([C:30]2[CH:35]=[CH:34][C:33]([C:36]([F:38])([F:39])[F:37])=[CH:32][CH:31]=2)[N:21]=[C:20]([C:18]2[CH:17]=[CH:16][N:15]=[C:14]([C:11]3[S:10][C:9]([S:6]([NH2:5])(=[O:8])=[O:7])=[CH:13][CH:12]=3)[CH:19]=2)[CH:25]=1. Given the reactants C([NH:5][S:6]([C:9]1[S:10][C:11]([C:14]2[CH:19]=[C:18]([C:20]3[CH:25]=[C:24]([C:26]([F:29])([F:28])[F:27])[CH:23]=[C:22]([C:30]4[CH:35]=[CH:34][C:33]([C:36]([F:39])([F:38])[F:37])=[CH:32][CH:31]=4)[N:21]=3)[CH:17]=[CH:16][N:15]=2)=[CH:12][CH:13]=1)(=[O:8])=[O:7])(C)(C)C.C(O)(C(F)(F)F)=O, predict the reaction product. (2) Given the reactants C(OC([N:8]1[C:13](=[O:14])[CH:12]=[C:11]([C:15]2[CH:20]=[CH:19][C:18]([O:21][CH3:22])=[CH:17][CH:16]=2)[CH2:10][C@H:9]1[C:23]([O:25][CH2:26][C:27]1[CH:32]=[CH:31][CH:30]=[CH:29][CH:28]=1)=[O:24])=O)(C)(C)C.Cl, predict the reaction product. The product is: [CH2:26]([O:25][C:23]([C@@H:9]1[CH2:10][C:11]([C:15]2[CH:20]=[CH:19][C:18]([O:21][CH3:22])=[CH:17][CH:16]=2)=[CH:12][C:13](=[O:14])[NH:8]1)=[O:24])[C:27]1[CH:32]=[CH:31][CH:30]=[CH:29][CH:28]=1. (3) The product is: [ClH:64].[CH3:22][C:23]1[CH:18]=[C:17]([O:16][C:15](=[O:26])[N:14]([CH3:42])[C@:4]([CH2:5][C:6]2[CH:7]=[CH:8][C:9]([OH:12])=[CH:10][CH:11]=2)([CH3:13])[C:1]([NH:41][CH2:36][CH2:37][CH:38]([CH3:40])[CH3:39])=[O:3])[CH:35]=[C:33]([CH3:34])[N:29]=1. Given the reactants [C:1]([C@:4]([NH:14][C:15](=[O:26])[O:16][CH2:17][C:18]1[CH:23]=[C:22](C)N=C(C)C=1)([CH3:13])[CH2:5][C:6]1[CH:11]=[CH:10][C:9]([OH:12])=[CH:8][CH:7]=1)([OH:3])=O.CC[N:29]([CH:33]([CH3:35])[CH3:34])C(C)C.[CH2:36]([NH2:41])[CH2:37][CH:38]([CH3:40])[CH3:39].[CH3:42]N(C(ON1N=NC2C=CC=CC1=2)=[N+](C)C)C.[B-](F)(F)(F)F.[ClH:64].CCOCC, predict the reaction product.